This data is from Reaction yield outcomes from USPTO patents with 853,638 reactions. The task is: Predict the reaction yield, written as a fraction of the theoretical maximum amount of product (1.0 means a 100% yield; for example, 0.34 means a 34% yield). (1) The reactants are [CH3:1][CH:2]([N:4]1[C:12](/[CH:13]=[CH:14]/[C@H:15]([OH:24])[CH2:16][C@H:17]([OH:23])[CH2:18][C:19]([O:21]C)=[O:20])=[C:11]([C:25]2[CH:30]=[CH:29][C:28]([F:31])=[CH:27][CH:26]=2)[C:10]2[C:5]1=[CH:6][CH:7]=[CH:8][CH:9]=2)[CH3:3].O.[OH-].[Na+:34]. The catalyst is CCO. The product is [CH3:3][CH:2]([N:4]1[C:12](/[CH:13]=[CH:14]/[CH:15]([OH:24])[CH2:16][CH:17]([OH:23])[CH2:18][C:19]([O-:21])=[O:20])=[C:11]([C:25]2[CH:26]=[CH:27][C:28]([F:31])=[CH:29][CH:30]=2)[C:10]2[CH:9]=[CH:8][CH:7]=[CH:6][C:5]1=2)[CH3:1].[Na+:34]. The yield is 0.650. (2) The reactants are [CH3:1][O:2][C:3](=[O:21])[C:4]1[CH:9]=[CH:8][C:7]([CH3:10])=[C:6]([N:11]2[C:16]([CH3:17])=[CH:15][C:14]([CH2:18]O)=[CH:13][C:12]2=[O:20])[CH:5]=1.C1(P(C2C=CC=CC=2)C2C=CC=CC=2)C=CC=CC=1.C(Br)(Br)(Br)[Br:42]. The catalyst is C(Cl)Cl. The product is [CH3:1][O:2][C:3](=[O:21])[C:4]1[CH:9]=[CH:8][C:7]([CH3:10])=[C:6]([N:11]2[C:16]([CH3:17])=[CH:15][C:14]([CH2:18][Br:42])=[CH:13][C:12]2=[O:20])[CH:5]=1. The yield is 0.160. (3) The reactants are Br[C:2]1[C:10]2[C:5](=[CH:6][CH:7]=[CH:8][CH:9]=2)[NH:4][N:3]=1.[CH2:11]([Sn](CCCC)(CCCC)C=C)[CH2:12]CC. The catalyst is C1(C)C=CC=CC=1.C1C=CC([P]([Pd]([P](C2C=CC=CC=2)(C2C=CC=CC=2)C2C=CC=CC=2)([P](C2C=CC=CC=2)(C2C=CC=CC=2)C2C=CC=CC=2)[P](C2C=CC=CC=2)(C2C=CC=CC=2)C2C=CC=CC=2)(C2C=CC=CC=2)C2C=CC=CC=2)=CC=1. The product is [CH:11]([C:2]1[C:10]2[C:5](=[CH:6][CH:7]=[CH:8][CH:9]=2)[NH:4][N:3]=1)=[CH2:12]. The yield is 0.680. (4) The reactants are C(O)(=O)C.[CH2:5]([NH:12][C:13]1[CH:18]=[CH:17][C:16](/[CH:19]=[CH:20]/[N+:21]([O-:23])=[O:22])=[CH:15][CH:14]=1)[C:6]1[CH:11]=[CH:10][CH:9]=[CH:8][CH:7]=1.[BH4-].[Na+]. The catalyst is CS(C)=O. The product is [CH2:5]([NH:12][C:13]1[CH:18]=[CH:17][C:16]([CH2:19][CH2:20][N+:21]([O-:23])=[O:22])=[CH:15][CH:14]=1)[C:6]1[CH:7]=[CH:8][CH:9]=[CH:10][CH:11]=1. The yield is 0.480. (5) The reactants are [Li+].[B-](CC)(CC)CC.[CH:9]1[C:21]2[CH:20]([O:22][C:23](=[O:104])[N:24]([CH3:103])[C@@H:25]([CH:100]([CH3:102])[CH3:101])[C:26]([NH:28][C@@H:29]([CH3:99])[C:30]([NH:32][C:33]3[CH:38]=[CH:37][C:36]([C:39]4[CH2:40][CH:41]5[C:47](=O)[N:46](COCC[Si](C)(C)C)[C:45]6[CH:57]=[C:58]([O:63][CH2:64][CH2:65][CH2:66][O:67][C:68]7[C:69]([O:95][CH3:96])=[CH:70][C:71]8[C:77](=[O:78])[N:76]9[CH:79]=[C:80]([CH:82]%10[CH2:84][CH2:83]%10)[CH2:81][CH:75]9[C:74](=O)[N:73](COCC[Si](C)(C)C)[C:72]=8[CH:94]=7)[C:59]([O:61][CH3:62])=[CH:60][C:44]=6[C:43](=[O:97])[N:42]5[CH:98]=4)=[CH:35][CH:34]=3)=[O:31])=[O:27])[C:19]3[C:14](=[CH:15][CH:16]=[CH:17][CH:18]=3)[C:13]=2[CH:12]=[CH:11][CH:10]=1. The catalyst is C1COCC1. The product is [CH:18]1[C:19]2[CH:20]([O:22][C:23](=[O:104])[N:24]([CH3:103])[C@@H:25]([CH:100]([CH3:101])[CH3:102])[C:26]([NH:28][C@@H:29]([CH3:99])[C:30]([NH:32][C:33]3[CH:38]=[CH:37][C:36]([C:39]4[CH2:40][CH:41]5[CH:47]=[N:46][C:45]6[CH:57]=[C:58]([O:63][CH2:64][CH2:65][CH2:66][O:67][C:68]7[C:69]([O:95][CH3:96])=[CH:70][C:71]8[C:77](=[O:78])[N:76]9[CH:79]=[C:80]([CH:82]%10[CH2:84][CH2:83]%10)[CH2:81][CH:75]9[CH:74]=[N:73][C:72]=8[CH:94]=7)[C:59]([O:61][CH3:62])=[CH:60][C:44]=6[C:43](=[O:97])[N:42]5[CH:98]=4)=[CH:35][CH:34]=3)=[O:31])=[O:27])[C:21]3[C:13](=[CH:12][CH:11]=[CH:10][CH:9]=3)[C:14]=2[CH:15]=[CH:16][CH:17]=1. The yield is 0.780. (6) The reactants are [CH3:1][N:2]1[CH2:7][CH2:6][CH2:5][CH:4]([CH2:8][O:9][C:10]2[CH:15]=[CH:14][C:13]([NH2:16])=[CH:12][CH:11]=2)[CH2:3]1.[F:17][C:18]1[CH:26]=[C:25]2[C:21]([C:22](=[CH:28]O)[C:23](=[O:27])[NH:24]2)=[CH:20][CH:19]=1. No catalyst specified. The product is [F:17][C:18]1[CH:26]=[C:25]2[C:21]([C:22](=[CH:28][NH:16][C:13]3[CH:12]=[CH:11][C:10]([O:9][CH2:8][CH:4]4[CH2:5][CH2:6][CH2:7][N:2]([CH3:1])[CH2:3]4)=[CH:15][CH:14]=3)[C:23](=[O:27])[NH:24]2)=[CH:20][CH:19]=1. The yield is 0.550. (7) The reactants are [Br:1][C:2]1[CH:7]=[C:6]([CH3:8])[CH:5]=[C:4]([CH3:9])[CH:3]=1.[O-:10][Mn](=O)(=O)=O.[K+].[OH2:16]. The catalyst is N1C=CC=CC=1. The product is [Br:1][C:2]1[CH:7]=[C:6]([CH:5]=[C:4]([CH3:9])[CH:3]=1)[C:8]([OH:10])=[O:16]. The yield is 0.290. (8) The reactants are [OH:1][C@H:2]1[CH2:7][CH2:6][C@H:5]([N:8]2[C:13](=[O:14])[C:12]([CH2:15][C:16]3[CH:21]=[CH:20][C:19]([C:22]4[C:23]([C:28]#[N:29])=[CH:24][CH:25]=[CH:26][CH:27]=4)=[CH:18][CH:17]=3)=[C:11]([CH2:30][CH2:31][CH3:32])[N:10]3[N:33]=[C:34]([CH3:36])[N:35]=[C:9]23)[CH2:4][CH2:3]1.[CH3:37][S:38]([CH3:40])=O.C(OC(=O)C)(=O)C. The catalyst is O. The product is [CH3:36][C:34]1[N:35]=[C:9]2[N:8]([C@H:5]3[CH2:6][CH2:7][C@H:2]([O:1][CH2:37][S:38][CH3:40])[CH2:3][CH2:4]3)[C:13](=[O:14])[C:12]([CH2:15][C:16]3[CH:21]=[CH:20][C:19]([C:22]4[C:23]([C:28]#[N:29])=[CH:24][CH:25]=[CH:26][CH:27]=4)=[CH:18][CH:17]=3)=[C:11]([CH2:30][CH2:31][CH3:32])[N:10]2[N:33]=1. The yield is 0.490. (9) The reactants are [CH3:1][CH:2]([OH:5])[CH2:3][NH2:4].[C:6](O[C:6]([O:8][C:9]([CH3:12])([CH3:11])[CH3:10])=[O:7])([O:8][C:9]([CH3:12])([CH3:11])[CH3:10])=[O:7]. The catalyst is O1CCCC1. The product is [C:9]([O:8][C:6](=[O:7])[NH:4][CH2:3][CH:2]([OH:5])[CH3:1])([CH3:12])([CH3:11])[CH3:10]. The yield is 0.630. (10) The reactants are N[C:2]1[C:11]([CH3:12])=[CH:10][CH:9]=[C:8]2[C:3]=1[CH:4]=[CH:5][NH:6][C:7]2=[O:13].N([O-])=[O:15].[Na+]. The catalyst is S(=O)(=O)(O)O. The product is [OH:15][C:2]1[C:11]([CH3:12])=[CH:10][CH:9]=[C:8]2[C:3]=1[CH:4]=[CH:5][NH:6][C:7]2=[O:13]. The yield is 0.690.